Dataset: NCI-60 drug combinations with 297,098 pairs across 59 cell lines. Task: Regression. Given two drug SMILES strings and cell line genomic features, predict the synergy score measuring deviation from expected non-interaction effect. (1) Drug 1: CC12CCC3C(C1CCC2=O)CC(=C)C4=CC(=O)C=CC34C. Drug 2: CC1=C(C(=O)C2=C(C1=O)N3CC4C(C3(C2COC(=O)N)OC)N4)N. Cell line: SW-620. Synergy scores: CSS=59.1, Synergy_ZIP=7.11, Synergy_Bliss=6.36, Synergy_Loewe=4.50, Synergy_HSA=7.58. (2) Drug 1: CCCS(=O)(=O)NC1=C(C(=C(C=C1)F)C(=O)C2=CNC3=C2C=C(C=N3)C4=CC=C(C=C4)Cl)F. Drug 2: CC1=C(N=C(N=C1N)C(CC(=O)N)NCC(C(=O)N)N)C(=O)NC(C(C2=CN=CN2)OC3C(C(C(C(O3)CO)O)O)OC4C(C(C(C(O4)CO)O)OC(=O)N)O)C(=O)NC(C)C(C(C)C(=O)NC(C(C)O)C(=O)NCCC5=NC(=CS5)C6=NC(=CS6)C(=O)NCCC[S+](C)C)O. Cell line: HCT-15. Synergy scores: CSS=3.10, Synergy_ZIP=-3.21, Synergy_Bliss=-6.41, Synergy_Loewe=-20.4, Synergy_HSA=-8.77. (3) Drug 1: CC(C)(C1=NC(=CC=C1)N2C3=NC(=NC=C3C(=O)N2CC=C)NC4=CC=C(C=C4)N5CCN(CC5)C)O. Drug 2: CC1=C(C(=CC=C1)Cl)NC(=O)C2=CN=C(S2)NC3=CC(=NC(=N3)C)N4CCN(CC4)CCO. Cell line: SW-620. Synergy scores: CSS=73.1, Synergy_ZIP=20.1, Synergy_Bliss=18.5, Synergy_Loewe=2.52, Synergy_HSA=22.9. (4) Cell line: UACC-257. Synergy scores: CSS=2.47, Synergy_ZIP=-1.34, Synergy_Bliss=-1.26, Synergy_Loewe=-7.39, Synergy_HSA=-2.34. Drug 1: C1=CC(=C2C(=C1NCCNCCO)C(=O)C3=C(C=CC(=C3C2=O)O)O)NCCNCCO. Drug 2: C1=CC(=CC=C1C#N)C(C2=CC=C(C=C2)C#N)N3C=NC=N3. (5) Synergy scores: CSS=-6.83, Synergy_ZIP=6.89, Synergy_Bliss=5.63, Synergy_Loewe=-3.24, Synergy_HSA=-5.23. Cell line: HCC-2998. Drug 1: CC1=CC=C(C=C1)C2=CC(=NN2C3=CC=C(C=C3)S(=O)(=O)N)C(F)(F)F. Drug 2: C(CCl)NC(=O)N(CCCl)N=O. (6) Drug 1: C(CC(=O)O)C(=O)CN.Cl. Drug 2: N.N.Cl[Pt+2]Cl. Cell line: UACC62. Synergy scores: CSS=30.1, Synergy_ZIP=-0.552, Synergy_Bliss=-1.81, Synergy_Loewe=-29.6, Synergy_HSA=-1.43. (7) Drug 1: C1=CC(=CC=C1CC(C(=O)O)N)N(CCCl)CCCl.Cl. Drug 2: CCC1(C2=C(COC1=O)C(=O)N3CC4=CC5=C(C=CC(=C5CN(C)C)O)N=C4C3=C2)O.Cl. Cell line: SK-MEL-5. Synergy scores: CSS=24.0, Synergy_ZIP=-6.74, Synergy_Bliss=1.56, Synergy_Loewe=-17.0, Synergy_HSA=-2.21.